From a dataset of Forward reaction prediction with 1.9M reactions from USPTO patents (1976-2016). Predict the product of the given reaction. (1) Given the reactants [CH2:1]([O:8][CH2:9][C:10]1([C:17]([O:19][CH2:20][CH3:21])=[O:18])[CH2:15][CH2:14][C:13](=[O:16])[CH2:12][CH2:11]1)[C:2]1[CH:7]=[CH:6][CH:5]=[CH:4][CH:3]=1.[Li+].CC([N-]C(C)C)C.C1(N([S:37]([C:40]([F:43])([F:42])[F:41])(=[O:39])=[O:38])[S:37]([C:40]([F:43])([F:42])[F:41])(=[O:39])=[O:38])C=CC=CC=1, predict the reaction product. The product is: [CH2:1]([O:8][CH2:9][C:10]1([C:17]([O:19][CH2:20][CH3:21])=[O:18])[CH2:15][CH2:14][C:13]([O:16][S:37]([C:40]([F:43])([F:42])[F:41])(=[O:39])=[O:38])=[CH:12][CH2:11]1)[C:2]1[CH:3]=[CH:4][CH:5]=[CH:6][CH:7]=1. (2) Given the reactants [CH2:1]([C:3]1[CH:8]=[CH:7][C:6]([OH:9])=[C:5]([CH3:10])[CH:4]=1)[CH3:2].[N:11]([O-:13])=[O:12].[Na+].C(OC(C)C)(C)C.S(=O)(=O)(O)O, predict the reaction product. The product is: [CH2:1]([C:3]1[CH:8]=[C:7]([N+:11]([O-:13])=[O:12])[C:6]([OH:9])=[C:5]([CH3:10])[CH:4]=1)[CH3:2]. (3) The product is: [F:21][C@@H:19]1[CH2:20][N:16]([C:14](=[O:15])[CH2:13][NH:12][C:7]23[CH2:10][CH2:11][C:4]([C:1]([NH:33][C:32]4[CH:34]=[CH:35][C:29]([S:26]([C:25]([F:37])([F:24])[F:36])(=[O:28])=[O:27])=[CH:30][CH:31]=4)=[O:2])([CH2:5][CH2:6]2)[CH2:9][CH2:8]3)[C@H:17]([C:22]#[N:23])[CH2:18]1. Given the reactants [C:1]([C:4]12[CH2:11][CH2:10][C:7]([NH:12][CH2:13][C:14]([N:16]3[CH2:20][C@@H:19]([F:21])[CH2:18][C@H:17]3[C:22]#[N:23])=[O:15])([CH2:8][CH2:9]1)[CH2:6][CH2:5]2)(O)=[O:2].[F:24][C:25]([F:37])([F:36])[S:26]([C:29]1[CH:35]=[CH:34][C:32]([NH2:33])=[CH:31][CH:30]=1)(=[O:28])=[O:27], predict the reaction product. (4) Given the reactants Br[C:2]1[C:9]([C:10]#[N:11])=[C:8]([OH:12])[C:7]([O:13][CH3:14])=[CH:6][C:3]=1[C:4]#[N:5].[C:15]([C:18]1[CH:19]=[C:20](B(O)O)[CH:21]=[CH:22][CH:23]=1)([OH:17])=[O:16].C(=O)([O-])[O-].[Na+].[Na+].[OH-].[Na+], predict the reaction product. The product is: [C:10]([C:9]1[C:8]([OH:12])=[C:7]([O:13][CH3:14])[CH:6]=[C:3]([C:4]#[N:5])[C:2]=1[C:22]1[CH:21]=[CH:20][CH:19]=[C:18]([C:15]([OH:17])=[O:16])[CH:23]=1)#[N:11]. (5) Given the reactants [CH:1]1([NH:4][C:5]([NH:7][C:8]2[CH:13]=[CH:12][C:11]([O:14][C:15]3[CH:20]=[CH:19][N:18]=[C:17]4[CH:21]=[C:22]([C:24]5[CH:29]=[CH:28][C:27]([CH:30]=O)=[CH:26][N:25]=5)[S:23][C:16]=34)=[C:10]([F:32])[CH:9]=2)=[O:6])[CH2:3][CH2:2]1.[NH2:33][CH:34]1[CH2:37][N:36]([C:38]([O:40][C:41]([CH3:44])([CH3:43])[CH3:42])=[O:39])[CH2:35]1.C(O)(=O)C.[BH-](OC(C)=O)(OC(C)=O)OC(C)=O.[Na+].C([O-])(O)=O.[Na+], predict the reaction product. The product is: [CH:1]1([NH:4][C:5](=[O:6])[NH:7][C:8]2[CH:13]=[CH:12][C:11]([O:14][C:15]3[CH:20]=[CH:19][N:18]=[C:17]4[CH:21]=[C:22]([C:24]5[N:25]=[CH:26][C:27]([CH2:30][NH:33][CH:34]6[CH2:35][N:36]([C:38]([O:40][C:41]([CH3:44])([CH3:43])[CH3:42])=[O:39])[CH2:37]6)=[CH:28][CH:29]=5)[S:23][C:16]=34)=[C:10]([F:32])[CH:9]=2)[CH2:3][CH2:2]1.